From a dataset of Full USPTO retrosynthesis dataset with 1.9M reactions from patents (1976-2016). Predict the reactants needed to synthesize the given product. (1) The reactants are: [CH2:1]([NH:6][C:7]1[CH:16]=[CH:15][C:14]2[C:13]([CH3:18])([CH3:17])[CH2:12][CH2:11][C:10]([CH3:20])([CH3:19])[C:9]=2[CH:8]=1)[CH2:2][CH2:3][CH2:4][CH3:5].[C:21](Cl)([Cl:23])=[O:22]. Given the product [CH2:1]([N:6]([C:7]1[CH:16]=[CH:15][C:14]2[C:13]([CH3:18])([CH3:17])[CH2:12][CH2:11][C:10]([CH3:19])([CH3:20])[C:9]=2[CH:8]=1)[C:21]([Cl:23])=[O:22])[CH2:2][CH2:3][CH2:4][CH3:5], predict the reactants needed to synthesize it. (2) Given the product [Cl:11][C:7]1[C:6]2[O:12][CH:2]([CH:13]([CH3:15])[CH3:14])[C:3](=[O:17])[NH:4][C:5]=2[CH:10]=[CH:9][CH:8]=1, predict the reactants needed to synthesize it. The reactants are: Br[CH:2]([CH:13]([CH3:15])[CH3:14])[CH2:3][N-:4][C:5]1[CH:10]=[CH:9][CH:8]=[C:7]([Cl:11])[C:6]=1[OH:12].C(=O)([O-])[O-:17].[K+].[K+].C(OCC)(=O)C.O.